This data is from Forward reaction prediction with 1.9M reactions from USPTO patents (1976-2016). The task is: Predict the product of the given reaction. (1) Given the reactants C([Li])CCC.[F:6][C:7]([F:27])([F:26])[C:8]([CH2:14][CH:15]1[CH:20]([C:21]([OH:24])([CH3:23])[CH3:22])[CH:19]2[CH2:25][CH:16]1[CH2:17][CH2:18]2)([OH:13])[C:9]([F:12])([F:11])[F:10].[C:28](Cl)(=[O:32])[C:29]([CH3:31])=[CH2:30], predict the reaction product. The product is: [C:28]([O:13][C:8]([CH2:14][CH:15]1[CH:20]([C:21]([OH:24])([CH3:23])[CH3:22])[CH:19]2[CH2:25][CH:16]1[CH2:17][CH2:18]2)([C:9]([F:11])([F:10])[F:12])[C:7]([F:26])([F:27])[F:6])(=[O:32])[C:29]([CH3:31])=[CH2:30]. (2) Given the reactants [N:1]1[CH:6]=[CH:5][CH:4]=[CH:3][C:2]=1[O:7][CH2:8][CH2:9][NH2:10].[C:11](N1C(=O)C2C(=CC=CC=2)C1=O)(=[S:13])[CH3:12], predict the reaction product. The product is: [N:1]1[CH:6]=[CH:5][CH:4]=[CH:3][C:2]=1[O:7][CH2:8][CH2:9][NH:10][C:11](=[S:13])[CH3:12]. (3) Given the reactants C1C=CC(O[C:8]([O:12][C:13]2[CH:18]=[CH:17][CH:16]=[CH:15][CH:14]=2)=[N:9][C:10]#[N:11])=CC=1.[NH2:19][C:20]1[CH:21]=[C:22]([C:26]2[C:35]3[C:30](=[C:31]([C:36]([F:39])([F:38])[F:37])[CH:32]=[CH:33][CH:34]=3)[N:29]=[CH:28][C:27]=2[C:40]([C:42]2[CH:47]=[CH:46][CH:45]=[CH:44][CH:43]=2)=[O:41])[CH:23]=[CH:24][CH:25]=1, predict the reaction product. The product is: [C:40]([C:27]1[CH:28]=[N:29][C:30]2[C:35]([C:26]=1[C:22]1[CH:21]=[C:20]([NH:19][C:8](=[N:9][C:10]#[N:11])[O:12][C:13]3[CH:14]=[CH:15][CH:16]=[CH:17][CH:18]=3)[CH:25]=[CH:24][CH:23]=1)=[CH:34][CH:33]=[CH:32][C:31]=2[C:36]([F:39])([F:37])[F:38])(=[O:41])[C:42]1[CH:43]=[CH:44][CH:45]=[CH:46][CH:47]=1. (4) Given the reactants [CH3:1][C:2]([CH3:21])([CH3:20])[C:3]([C:5]1[O:6][C:7]2[CH:17]=[CH:16][C:15]([O:18][CH3:19])=[CH:14][C:8]=2[C:9]=1[CH2:10][C:11](O)=[O:12])=[O:4].C1C=CC2N(O)N=NC=2C=1.[CH2:32]([NH:34][CH:35]1[CH2:40][CH2:39][CH2:38][CH2:37][CH2:36]1)[CH3:33].CCN(C(C)C)C(C)C, predict the reaction product. The product is: [CH:35]1([N:34]([CH2:32][CH3:33])[C:11](=[O:12])[CH2:10][C:9]2[C:8]3[CH:14]=[C:15]([O:18][CH3:19])[CH:16]=[CH:17][C:7]=3[O:6][C:5]=2[C:3](=[O:4])[C:2]([CH3:1])([CH3:20])[CH3:21])[CH2:40][CH2:39][CH2:38][CH2:37][CH2:36]1. (5) Given the reactants C1([Li])C=CC=CC=1.[CH2:8]([N:12]1[C:16]2[CH:17]=[C:18](Br)[CH:19]=[CH:20][C:15]=2[N:14]=[C:13]1[NH2:22])[CH:9]([CH3:11])[CH3:10].C([Li])(C)(C)C.[Cl-].[NH4+].[O:30]1CCC[CH2:31]1, predict the reaction product. The product is: [CH2:8]([N:12]1[C:16]2[CH:17]=[C:18]([CH:31]=[O:30])[CH:19]=[CH:20][C:15]=2[N:14]=[C:13]1[NH2:22])[CH:9]([CH3:11])[CH3:10]. (6) Given the reactants [CH3:1][N:2]([CH2:21]C1C=CN=CC=1)[C:3]([C:5]1[N:6]([CH3:20])[C:7]([C:10]2[S:18][C:17]3[C:12](=[N:13][CH:14]=[CH:15][C:16]=3Cl)[CH:11]=2)=[CH:8][N:9]=1)=[O:4].[CH3:28][C:29]1[NH:30][C:31]2[C:36]([CH:37]=1)=[CH:35][C:34]([NH2:38])=[CH:33][CH:32]=2, predict the reaction product. The product is: [CH3:1][N:2]([CH2:21][C:17]1[CH:12]=[N:13][CH:14]=[CH:15][CH:16]=1)[C:3]([C:5]1[N:6]([CH3:20])[C:7]([C:10]2[S:18][C:17]3[C:12](=[N:13][CH:14]=[CH:15][C:16]=3[NH:38][C:34]3[CH:35]=[C:36]4[C:31](=[CH:32][CH:33]=3)[NH:30][C:29]([CH3:28])=[CH:37]4)[CH:11]=2)=[CH:8][N:9]=1)=[O:4].